Dataset: Peptide-MHC class II binding affinity with 134,281 pairs from IEDB. Task: Regression. Given a peptide amino acid sequence and an MHC pseudo amino acid sequence, predict their binding affinity value. This is MHC class II binding data. (1) The peptide sequence is FARIETAFANLYPGE. The MHC is DRB4_0101 with pseudo-sequence DRB4_0103. The binding affinity (normalized) is 0.683. (2) The peptide sequence is IPTAFSIGKTYKPEE. The MHC is HLA-DPA10103-DPB10201 with pseudo-sequence HLA-DPA10103-DPB10201. The binding affinity (normalized) is 0.0641.